This data is from NCI-60 drug combinations with 297,098 pairs across 59 cell lines. The task is: Regression. Given two drug SMILES strings and cell line genomic features, predict the synergy score measuring deviation from expected non-interaction effect. (1) Synergy scores: CSS=10.2, Synergy_ZIP=-8.83, Synergy_Bliss=-9.74, Synergy_Loewe=-0.824, Synergy_HSA=-2.64. Drug 2: C1C(C(OC1N2C=NC3=C2NC=NCC3O)CO)O. Drug 1: CC(C)CN1C=NC2=C1C3=CC=CC=C3N=C2N. Cell line: CCRF-CEM. (2) Drug 1: CC(C)NC(=O)C1=CC=C(C=C1)CNNC.Cl. Drug 2: CCC1(C2=C(COC1=O)C(=O)N3CC4=CC5=C(C=CC(=C5CN(C)C)O)N=C4C3=C2)O.Cl. Cell line: HS 578T. Synergy scores: CSS=-19.5, Synergy_ZIP=7.08, Synergy_Bliss=-7.01, Synergy_Loewe=-3.06, Synergy_HSA=-25.7. (3) Synergy scores: CSS=9.12, Synergy_ZIP=-3.73, Synergy_Bliss=-0.797, Synergy_Loewe=-3.18, Synergy_HSA=-2.84. Drug 1: C1=C(C(=O)NC(=O)N1)N(CCCl)CCCl. Drug 2: C1CN(P(=O)(OC1)NCCCl)CCCl. Cell line: SK-MEL-2. (4) Drug 1: CC(C1=C(C=CC(=C1Cl)F)Cl)OC2=C(N=CC(=C2)C3=CN(N=C3)C4CCNCC4)N. Drug 2: C1=NC2=C(N=C(N=C2N1C3C(C(C(O3)CO)O)F)Cl)N. Cell line: T-47D. Synergy scores: CSS=2.40, Synergy_ZIP=1.96, Synergy_Bliss=4.77, Synergy_Loewe=1.71, Synergy_HSA=3.06. (5) Drug 1: C1=CC(=CC=C1C#N)C(C2=CC=C(C=C2)C#N)N3C=NC=N3. Drug 2: C(=O)(N)NO. Cell line: A498. Synergy scores: CSS=0.781, Synergy_ZIP=0.581, Synergy_Bliss=1.58, Synergy_Loewe=-0.137, Synergy_HSA=-0.421.